Dataset: Reaction yield outcomes from USPTO patents with 853,638 reactions. Task: Predict the reaction yield, written as a fraction of the theoretical maximum amount of product (1.0 means a 100% yield; for example, 0.34 means a 34% yield). (1) The reactants are [CH:1]([C:3]1[CH:4]=[CH:5][C:6]([N+:19]([O-])=O)=[C:7]([N:9]2[CH2:14][CH2:13][CH:12]([C:15]([O:17][CH3:18])=[O:16])[CH2:11][CH2:10]2)[CH:8]=1)=[O:2].[H][H]. The catalyst is [Pd].CCOC(C)=O. The product is [NH2:19][C:6]1[CH:5]=[CH:4][C:3]([CH:1]=[O:2])=[CH:8][C:7]=1[N:9]1[CH2:14][CH2:13][CH:12]([C:15]([O:17][CH3:18])=[O:16])[CH2:11][CH2:10]1. The yield is 0.0540. (2) The reactants are [NH2:1][C:2]1[CH:3]=[C:4]([N:8]([CH2:16][C:17]2[CH:22]=[CH:21][CH:20]=[C:19]([O:23][C:24]([F:29])([F:28])[CH:25]([F:27])[F:26])[CH:18]=2)[CH2:9][CH:10]([OH:15])[C:11]([F:14])([F:13])[F:12])[CH:5]=[CH:6][CH:7]=1.C(N(CC)CC)C.[F:37][C:38]1[CH:46]=[CH:45][C:41]([C:42](Cl)=[O:43])=[CH:40][CH:39]=1. The catalyst is ClCCl. The product is [F:37][C:38]1[CH:46]=[CH:45][C:41]([C:42]([NH:1][C:2]2[CH:7]=[CH:6][CH:5]=[C:4]([N:8]([CH2:16][C:17]3[CH:22]=[CH:21][CH:20]=[C:19]([O:23][C:24]([F:28])([F:29])[CH:25]([F:26])[F:27])[CH:18]=3)[CH2:9][CH:10]([OH:15])[C:11]([F:14])([F:13])[F:12])[CH:3]=2)=[O:43])=[CH:40][CH:39]=1. The yield is 0.230. (3) The reactants are O=P(Cl)(Cl)[Cl:3].C[N:7]([CH:9]=O)[CH3:8].C1[C:20]2[C:15](=[CH:16][CH:17]=[CH:18][CH:19]=2)[CH2:14][C:13](=[O:21])N1.[OH-].[Na+]. The catalyst is C1COCC1.C1(C)C=CC=CC=1. The product is [Cl:3][C:8]1[N:7]=[CH:9][C:20]2[C:15]([C:14]=1[CH:13]=[O:21])=[CH:16][CH:17]=[CH:18][CH:19]=2. The yield is 0.500.